Dataset: Forward reaction prediction with 1.9M reactions from USPTO patents (1976-2016). Task: Predict the product of the given reaction. (1) The product is: [CH2:13]([C@H:7]1[C@@H:8]([C:10]([NH:16][NH:15][C:17]2[N:18]=[C:19]3[CH:25]=[CH:24][N:23]([S:26]([C:29]4[CH:35]=[CH:34][C:32]([CH3:33])=[CH:31][CH:30]=4)(=[O:28])=[O:27])[C:20]3=[N:21][CH:22]=2)=[O:12])[CH2:9][C@@H:5]([NH:4][C:1](=[O:3])[CH3:2])[CH2:6]1)[CH3:14]. Given the reactants [C:1]([NH:4][C@@H:5]1[CH2:9][C@H:8]([C:10]([OH:12])=O)[C@H:7]([CH2:13][CH3:14])[CH2:6]1)(=[O:3])[CH3:2].[NH:15]([C:17]1[N:18]=[C:19]2[CH:25]=[CH:24][N:23]([S:26]([C:29]3[CH:35]=[CH:34][C:32]([CH3:33])=[CH:31][CH:30]=3)(=[O:28])=[O:27])[C:20]2=[N:21][CH:22]=1)[NH2:16].CN(C(ON1N=NC2C=CC=NC1=2)=[N+](C)C)C.F[P-](F)(F)(F)(F)F, predict the reaction product. (2) Given the reactants C(OC([NH:11][C:12]1[C:13]([C:23]([O:25]CC)=[O:24])=[N:14][C:15]2[C:20]([CH:21]=1)=[CH:19][CH:18]=[C:17](Br)[CH:16]=2)=O)C1C=CC=CC=1.[O-]P([O-])([O-])=O.[K+].[K+].[K+].[CH3:36][C:37]1(C)C(C)(C)OB(C=C)O1.[OH-].[Na+], predict the reaction product. The product is: [NH2:11][C:12]1[C:13]([C:23]([OH:25])=[O:24])=[N:14][C:15]2[C:20]([CH:21]=1)=[CH:19][CH:18]=[C:17]([CH:36]=[CH2:37])[CH:16]=2.